From a dataset of Peptide-MHC class II binding affinity with 134,281 pairs from IEDB. Regression. Given a peptide amino acid sequence and an MHC pseudo amino acid sequence, predict their binding affinity value. This is MHC class II binding data. (1) The peptide sequence is WSEIQTLKPNLIGPF. The MHC is HLA-DQA10501-DQB10301 with pseudo-sequence HLA-DQA10501-DQB10301. The binding affinity (normalized) is 0.135. (2) The peptide sequence is SQDLERSWNLNGLQAY. The MHC is HLA-DQA10101-DQB10501 with pseudo-sequence HLA-DQA10101-DQB10501. The binding affinity (normalized) is 0.753. (3) The peptide sequence is EKKYFAATQFEGLAA. The MHC is HLA-DPA10103-DPB10401 with pseudo-sequence HLA-DPA10103-DPB10401. The binding affinity (normalized) is 1.00.